This data is from Full USPTO retrosynthesis dataset with 1.9M reactions from patents (1976-2016). The task is: Predict the reactants needed to synthesize the given product. (1) Given the product [CH3:11][C@H:12]1[NH:13][C@@H:14]([CH3:18])[CH2:15][N:16]([C:2]2[CH:9]=[CH:8][C:5]([CH:6]=[O:7])=[C:4]([OH:10])[N:3]=2)[CH2:17]1, predict the reactants needed to synthesize it. The reactants are: Cl[C:2]1[CH:9]=[CH:8][C:5]([CH:6]=[O:7])=[C:4]([OH:10])[N:3]=1.[CH3:11][C@H:12]1[CH2:17][NH:16][CH2:15][C@@H:14]([CH3:18])[NH:13]1. (2) Given the product [Cl:14][C:12]1[CH:13]=[C:8]2[CH:7]=[C:6]([C:4]([OH:5])=[O:3])[NH:15][C:9]2=[CH:10][N:11]=1, predict the reactants needed to synthesize it. The reactants are: C([O:3][C:4]([C:6]1[NH:15][C:9]2=[CH:10][N:11]=[C:12]([Cl:14])[CH:13]=[C:8]2[CH:7]=1)=[O:5])C.[OH-].[Na+]. (3) The reactants are: [O:1]=[C:2]([NH:12][C:13]1[CH:14]=[CH:15][CH:16]=[C:17]2[C:22]=1[N:21]=[CH:20][CH:19]=[CH:18]2)[CH2:3][CH2:4][CH2:5][CH2:6][C:7](OCC)=[O:8]. Given the product [OH:8][CH2:7][CH2:6][CH2:5][CH2:4][CH2:3][C:2]([NH:12][C:13]1[CH:14]=[CH:15][CH:16]=[C:17]2[C:22]=1[N:21]=[CH:20][CH:19]=[CH:18]2)=[O:1], predict the reactants needed to synthesize it. (4) Given the product [Cl:1][C:2]1[C:3]2[N:10]([CH2:23][C:22]3[CH:25]=[CH:26][C:19]([CH2:18][OH:17])=[CH:20][CH:21]=3)[CH:9]=[CH:8][C:4]=2[N:5]=[CH:6][N:7]=1, predict the reactants needed to synthesize it. The reactants are: [Cl:1][C:2]1[C:3]2[NH:10][CH:9]=[CH:8][C:4]=2[N:5]=[CH:6][N:7]=1.C(=O)([O-])[O-].[K+].[K+].[OH:17][CH2:18][C:19]1[CH:26]=[CH:25][C:22]([CH2:23]Cl)=[CH:21][CH:20]=1.